From a dataset of Full USPTO retrosynthesis dataset with 1.9M reactions from patents (1976-2016). Predict the reactants needed to synthesize the given product. Given the product [Cl:1][C:2]1[N:10]=[C:9]2[C:5]([N:6]=[CH:7][N:8]2[CH2:11][CH2:12][C:13]2([OH:14])[CH2:25][CH2:24]2)=[C:4]([N:18]2[CH2:19][CH2:20][O:21][CH2:22][CH2:23]2)[N:3]=1, predict the reactants needed to synthesize it. The reactants are: [Cl:1][C:2]1[N:10]=[C:9]2[C:5]([N:6]=[CH:7][N:8]2[CH2:11][CH2:12][C:13](OCC)=[O:14])=[C:4]([N:18]2[CH2:23][CH2:22][O:21][CH2:20][CH2:19]2)[N:3]=1.[CH2:24]([Mg]Br)[CH3:25].